This data is from Reaction yield outcomes from USPTO patents with 853,638 reactions. The task is: Predict the reaction yield, written as a fraction of the theoretical maximum amount of product (1.0 means a 100% yield; for example, 0.34 means a 34% yield). (1) The reactants are C([O:5][C:6]([N:8]1[CH2:13][C@@H:12]2[CH2:14][C@H:9]1[CH2:10][N:11]2[C:15]([C@@:17]12[CH2:24][CH2:23][CH2:22][C@@H:21]1[CH2:20][C@@H:19]([N:25](C(=O)C(F)(F)F)[C@@H:26]1[C@H:31]([O:32][CH3:33])[CH2:30][O:29][CH2:28][CH2:27]1)[CH2:18]2)=[O:16])=[O:7])(C)(C)C.[BH4-].[Na+].O.C([O-])([O-])=O.[Na+].[Na+]. The catalyst is ClCCl.C(O)C. The product is [C:6]([N:8]1[CH2:13][C@@H:12]2[CH2:14][C@H:9]1[CH2:10][N:11]2[C:15]([C@@:17]12[CH2:24][CH2:23][CH2:22][C@@H:21]1[CH2:20][C@@H:19]([NH:25][C@@H:26]1[C@H:31]([O:32][CH3:33])[CH2:30][O:29][CH2:28][CH2:27]1)[CH2:18]2)=[O:16])([OH:7])=[O:5]. The yield is 0.950. (2) The reactants are [NH:1]([C:3]1[CH:4]=[C:5]([CH:8]=[CH:9][CH:10]=1)[CH2:6][OH:7])N.[CH3:11][CH:12]([CH3:16])[C:13](=O)[CH3:14].OS(O)(=O)=O. The catalyst is CCO. The product is [OH:7][CH2:6][C:5]1[CH:8]=[CH:9][CH:10]=[C:3]2[C:4]=1[C:12]([CH3:16])([CH3:11])[C:13]([CH3:14])=[N:1]2. The yield is 0.0300. (3) The reactants are [Cl:1][C:2]1[CH:3]=[C:4]([N:10]2[CH:22]([CH:23]3[CH2:27][CH2:26][CH2:25][CH2:24]3)[CH:21]3[C:12]([C:13]4[CH:14]=[CH:15][C:16]([C:28]([OH:30])=O)=[N:17][C:18]=4[CH2:19][CH2:20]3)=[N:11]2)[CH:5]=[CH:6][C:7]=1[C:8]#[N:9].Cl.[NH:32]1[CH2:37][CH2:36][S:35](=[O:39])(=[O:38])[CH2:34][CH2:33]1.CCN(C(C)C)C(C)C.CN(C(ON1N=NC2C=CC=NC1=2)=[N+](C)C)C.F[P-](F)(F)(F)(F)F. The catalyst is ClCCl.CN(C=O)C. The product is [Cl:1][C:2]1[CH:3]=[C:4]([N:10]2[CH:22]([CH:23]3[CH2:24][CH2:25][CH2:26][CH2:27]3)[CH:21]3[C:12]([C:13]4[CH:14]=[CH:15][C:16]([C:28]([N:32]5[CH2:37][CH2:36][S:35](=[O:39])(=[O:38])[CH2:34][CH2:33]5)=[O:30])=[N:17][C:18]=4[CH2:19][CH2:20]3)=[N:11]2)[CH:5]=[CH:6][C:7]=1[C:8]#[N:9]. The yield is 0.762. (4) The reactants are [CH3:1][O:2][C:3]1[CH:12]=[CH:11][CH:10]=[CH:9][C:4]=1[CH:5]=[CH:6][CH:7]=O.[NH2:13][NH:14][C:15]([NH2:17])=[S:16]. No catalyst specified. The product is [CH3:1][O:2][C:3]1[CH:12]=[CH:11][CH:10]=[CH:9][C:4]=1[CH:5]=[CH:6][CH:7]=[N:13][NH:14][C:15]([NH2:17])=[S:16]. The yield is 0.450. (5) The reactants are [Li][CH2:2]CCC.[C:6]([C:9]1[CH:10]=[C:11]([CH:14]=[CH:15][CH:16]=1)[C:12]#[N:13])(=O)[CH3:7].O. The catalyst is C1COCC1. The product is [CH2:7]=[C:6]([C:9]1[CH:10]=[C:11]([CH:14]=[CH:15][CH:16]=1)[C:12]#[N:13])[CH3:2]. The yield is 0.790.